Dataset: Full USPTO retrosynthesis dataset with 1.9M reactions from patents (1976-2016). Task: Predict the reactants needed to synthesize the given product. (1) Given the product [CH3:40][O:41][N:42]([CH3:43])[C:26]([C:24]1[O:25][C:21]([Br:20])=[CH:22][CH:23]=1)=[O:28], predict the reactants needed to synthesize it. The reactants are: C(N=C=NCCCN(C)C)C.Cl.C(N(CC)CC)C.[Br:20][C:21]1[O:25][C:24]([C:26]([OH:28])=O)=[CH:23][CH:22]=1.C1C=CC2N(O)N=NC=2C=1.Cl.[CH3:40][O:41][NH:42][CH3:43]. (2) Given the product [Br:13][C:14]1[CH:22]=[CH:21][C:17]([C:18]([NH:36][S:33]([C:23]2[CH:28]=[CH:27][CH:26]=[CH:25][C:24]=2[S:29](=[O:31])(=[O:30])[NH2:32])(=[O:35])=[O:34])=[O:20])=[CH:16][N:15]=1, predict the reactants needed to synthesize it. The reactants are: Cl.CN(C)CCCN=C=NCC.[Br:13][C:14]1[CH:22]=[CH:21][C:17]([C:18]([OH:20])=O)=[CH:16][N:15]=1.[C:23]1([S:33]([NH2:36])(=[O:35])=[O:34])[C:24]([S:29]([NH2:32])(=[O:31])=[O:30])=[CH:25][CH:26]=[CH:27][CH:28]=1.O. (3) Given the product [CH3:10][CH2:11][CH2:12][CH:3]([CH3:2])[CH3:4].[CH2:11]([C:10]1[S:16][CH:2]=[C:3]([C:4]([O:6][CH2:7][CH3:8])=[O:5])[N:15]=1)[CH2:12][CH2:13][CH3:14], predict the reactants needed to synthesize it. The reactants are: Br[CH2:2][C:3](=O)[C:4]([O:6][CH2:7][CH3:8])=[O:5].[C:10](=[S:16])([NH2:15])[CH2:11][CH2:12][CH2:13][CH3:14]. (4) Given the product [F:27][C:2]([F:1])([F:26])[C:3]1[CH:8]=[CH:7][CH:6]=[CH:5][C:4]=1[C:9]1[CH:10]=[CH:11][C:12]([CH2:15][CH2:16][C:17]2[CH:18]=[C:19]3[C:23](=[CH:24][CH:25]=2)[NH:22][CH:21]=[CH:20]3)=[CH:13][CH:14]=1, predict the reactants needed to synthesize it. The reactants are: [F:1][C:2]([F:27])([F:26])[C:3]1[CH:8]=[CH:7][CH:6]=[CH:5][C:4]=1[C:9]1[CH:14]=[CH:13][C:12]([C:15]#[C:16][C:17]2[CH:18]=[C:19]3[C:23](=[CH:24][CH:25]=2)[NH:22][CH:21]=[CH:20]3)=[CH:11][CH:10]=1. (5) Given the product [C:1]([O:5][C:6](=[O:24])[NH:7][C@@H:8]([CH:18]1[CH2:22][CH2:21][C:20](=[O:23])[O:19]1)[CH2:9][CH:10]([CH3:17])[CH2:11][CH2:12][CH:13]=[O:26])([CH3:4])([CH3:3])[CH3:2], predict the reactants needed to synthesize it. The reactants are: [C:1]([O:5][C:6](=[O:24])[NH:7][C@@H:8]([CH:18]1[CH2:22][CH2:21][C:20](=[O:23])[O:19]1)[CH2:9][CH:10]([CH3:17])[CH2:11][CH2:12][CH:13]=C(C)C)([CH3:4])([CH3:3])[CH3:2].C([O-])(O)=[O:26].[Na+].O=[O+][O-].C1(P(C2C=CC=CC=2)C2C=CC=CC=2)C=CC=CC=1.